Predict the product of the given reaction. From a dataset of Forward reaction prediction with 1.9M reactions from USPTO patents (1976-2016). Given the reactants [CH2:1]([O:8][C@@H:9]1[CH2:13][C@H:12]([OH:14])[C@@H:11]([C:15]2[N:19]([CH3:20])[N:18]=[CH:17][CH:16]=2)[CH2:10]1)[C:2]1[CH:7]=[CH:6][CH:5]=[CH:4][CH:3]=1.C(N(CC)CC)C.[C:28](Cl)(=[O:35])[C:29]1[CH:34]=[CH:33][CH:32]=[CH:31][CH:30]=1.O, predict the reaction product. The product is: [C:28]([O:14][C@H:12]1[CH2:13][C@@H:9]([O:8][CH2:1][C:2]2[CH:3]=[CH:4][CH:5]=[CH:6][CH:7]=2)[CH2:10][C@@H:11]1[C:15]1[N:19]([CH3:20])[N:18]=[CH:17][CH:16]=1)(=[O:35])[C:29]1[CH:34]=[CH:33][CH:32]=[CH:31][CH:30]=1.